This data is from Catalyst prediction with 721,799 reactions and 888 catalyst types from USPTO. The task is: Predict which catalyst facilitates the given reaction. Reactant: [CH:1]1([C:7]([O:9][CH3:10])=[O:8])[CH2:6][CH2:5][CH2:4][CH2:3][CH2:2]1.[CH2:11](Br)[CH:12]=[CH2:13].CC(C)([O-])C.[K+].Cl. Product: [CH2:13]([C:1]1([C:7]([O:9][CH3:10])=[O:8])[CH2:6][CH2:5][CH2:4][CH2:3][CH2:2]1)[CH:12]=[CH2:11]. The catalyst class is: 35.